This data is from NCI-60 drug combinations with 297,098 pairs across 59 cell lines. The task is: Regression. Given two drug SMILES strings and cell line genomic features, predict the synergy score measuring deviation from expected non-interaction effect. (1) Drug 1: CN(C(=O)NC(C=O)C(C(C(CO)O)O)O)N=O. Drug 2: C(CN)CNCCSP(=O)(O)O. Cell line: SW-620. Synergy scores: CSS=9.52, Synergy_ZIP=-3.33, Synergy_Bliss=1.08, Synergy_Loewe=0.264, Synergy_HSA=2.15. (2) Drug 1: C1=CC(=CC=C1C#N)C(C2=CC=C(C=C2)C#N)N3C=NC=N3. Drug 2: C1=CC=C(C(=C1)C(C2=CC=C(C=C2)Cl)C(Cl)Cl)Cl. Cell line: 786-0. Synergy scores: CSS=-1.15, Synergy_ZIP=-0.0106, Synergy_Bliss=-0.823, Synergy_Loewe=-1.53, Synergy_HSA=-1.53. (3) Drug 1: CCCS(=O)(=O)NC1=C(C(=C(C=C1)F)C(=O)C2=CNC3=C2C=C(C=N3)C4=CC=C(C=C4)Cl)F. Drug 2: CS(=O)(=O)OCCCCOS(=O)(=O)C. Cell line: MALME-3M. Synergy scores: CSS=49.0, Synergy_ZIP=1.47, Synergy_Bliss=1.60, Synergy_Loewe=-20.4, Synergy_HSA=0.792.